Predict the product of the given reaction. From a dataset of Forward reaction prediction with 1.9M reactions from USPTO patents (1976-2016). (1) Given the reactants [Cl:1][C:2]1[CH:6]=[CH:5][S:4][CH:3]=1.[Li]CCCC.[Cl:12][C:13]1[N:18]=[C:17]([Cl:19])[CH:16]=[CH:15][N:14]=1.C(C1C(=O)C(Cl)=C(Cl)C(=O)C=1C#N)#N, predict the reaction product. The product is: [Cl:12][C:13]1[N:18]=[C:17]([Cl:19])[CH:16]=[C:15]([C:3]2[S:4][CH:5]=[CH:6][C:2]=2[Cl:1])[N:14]=1. (2) Given the reactants [C:1]([C:3]#[C:4][C:5]1[CH:13]=[CH:12][C:8]([C:9](O)=[O:10])=[CH:7][CH:6]=1)#[N:2].C(Cl)[Cl:15], predict the reaction product. The product is: [C:1]([C:3]#[C:4][C:5]1[CH:13]=[CH:12][C:8]([C:9]([Cl:15])=[O:10])=[CH:7][CH:6]=1)#[N:2]. (3) Given the reactants Br[C:2](=[CH2:6])[CH2:3][CH2:4][OH:5].C(=O)([O-])[O-].[K+].[K+].[Cl:13][C:14]1[CH:19]=[CH:18][C:17](B(O)O)=[CH:16][CH:15]=1.OO, predict the reaction product. The product is: [Cl:13][C:14]1[CH:19]=[CH:18][C:17]([C:2](=[CH2:6])[CH2:3][CH2:4][OH:5])=[CH:16][CH:15]=1.